Dataset: TCR-epitope binding with 47,182 pairs between 192 epitopes and 23,139 TCRs. Task: Binary Classification. Given a T-cell receptor sequence (or CDR3 region) and an epitope sequence, predict whether binding occurs between them. (1) The epitope is RLFRKSNLK. The TCR CDR3 sequence is CASRSIAGTRSYNEQFF. Result: 0 (the TCR does not bind to the epitope). (2) The epitope is KLVALGINAV. The TCR CDR3 sequence is CASSRGRGEVIEQYF. Result: 0 (the TCR does not bind to the epitope). (3) The epitope is NLVPMVATV. The TCR CDR3 sequence is CASSLGFYEQYF. Result: 0 (the TCR does not bind to the epitope). (4) The epitope is FVDGVPFVV. The TCR CDR3 sequence is CASSFLAGGYGDTQYF. Result: 0 (the TCR does not bind to the epitope).